This data is from Forward reaction prediction with 1.9M reactions from USPTO patents (1976-2016). The task is: Predict the product of the given reaction. (1) Given the reactants [CH3:1][NH2:2].[O:3]1[C:7]2[CH:8]=[CH:9][C:10]([CH2:12][CH2:13][NH:14][C:15](=[O:18])[CH2:16]Cl)=[CH:11][C:6]=2[O:5][CH2:4]1, predict the reaction product. The product is: [O:3]1[C:7]2[CH:8]=[CH:9][C:10]([CH2:12][CH2:13][NH:14][C:15](=[O:18])[CH2:16][NH:2][CH3:1])=[CH:11][C:6]=2[O:5][CH2:4]1. (2) Given the reactants [O:1]=[C:2]1[N:8]([CH:9]2[CH2:14][CH2:13][N:12]([C:15]([O:17][C@H:18]([CH2:41][C:42]3[CH:47]=[C:46]([CH3:48])[C:45]([OH:49])=[C:44]([CH3:50])[CH:43]=3)[C:19]([N:21]3[CH2:26][CH2:25][N:24]([CH:27]4[CH2:32][CH2:31][N:30]([CH2:33][CH2:34][CH2:35][C:36]([O:38]CC)=[O:37])[CH2:29][CH2:28]4)[CH2:23][CH2:22]3)=[O:20])=[O:16])[CH2:11][CH2:10]2)[CH2:7][CH2:6][C:5]2[CH:51]=[CH:52][CH:53]=[CH:54][C:4]=2[NH:3]1.[Li+].[OH-], predict the reaction product. The product is: [O:1]=[C:2]1[N:8]([CH:9]2[CH2:10][CH2:11][N:12]([C:15]([O:17][C@H:18]([CH2:41][C:42]3[CH:47]=[C:46]([CH3:48])[C:45]([OH:49])=[C:44]([CH3:50])[CH:43]=3)[C:19]([N:21]3[CH2:26][CH2:25][N:24]([CH:27]4[CH2:32][CH2:31][N:30]([CH2:33][CH2:34][CH2:35][C:36]([OH:38])=[O:37])[CH2:29][CH2:28]4)[CH2:23][CH2:22]3)=[O:20])=[O:16])[CH2:13][CH2:14]2)[CH2:7][CH2:6][C:5]2[CH:51]=[CH:52][CH:53]=[CH:54][C:4]=2[NH:3]1. (3) The product is: [Cl:1][C:2]1[C:7]2[NH:8][C:9](=[O:12])[N:10]([CH3:11])[C:6]=2[C:5]([C:13]#[N:15])=[CH:4][CH:3]=1. Given the reactants [Cl:1][C:2]1[C:7]2[NH:8][C:9](=[O:12])[N:10]([CH3:11])[C:6]=2[C:5]([C:13]([NH2:15])=O)=[CH:4][CH:3]=1.S(Cl)(Cl)=O.C(=O)([O-])O.[Na+], predict the reaction product. (4) The product is: [CH3:21][N:22]1[CH:26]=[C:25]([S:27]([N:4]2[CH2:5][CH2:6][N:1]([C:7]([O:9][C:10]([CH3:13])([CH3:12])[CH3:11])=[O:8])[CH2:2][CH2:3]2)(=[O:29])=[O:28])[N:24]=[CH:23]1. Given the reactants [N:1]1([C:7]([O:9][C:10]([CH3:13])([CH3:12])[CH3:11])=[O:8])[CH2:6][CH2:5][NH:4][CH2:3][CH2:2]1.CCN(CC)CC.[CH3:21][N:22]1[CH:26]=[C:25]([S:27](Cl)(=[O:29])=[O:28])[N:24]=[CH:23]1, predict the reaction product. (5) The product is: [C:10]([NH:13][C:14]1[CH:21]=[CH:20][C:17]([CH:18]=[N:1][NH:2][C:3]([NH2:5])=[S:4])=[CH:16][C:15]=1[Cl:22])(=[O:12])[CH3:11]. Given the reactants [NH2:1][NH:2][C:3]([NH2:5])=[S:4].C(O)(=O)C.[C:10]([NH:13][C:14]1[CH:21]=[CH:20][C:17]([CH:18]=O)=[CH:16][C:15]=1[Cl:22])(=[O:12])[CH3:11], predict the reaction product. (6) Given the reactants [OH:1][CH2:2][CH2:3][CH2:4][CH2:5][CH2:6][CH2:7][CH2:8][CH2:9][O:10][C:11]1[CH:16]=[CH:15][N:14]=[C:13]([CH2:17][O:18]C(=O)C)[C:12]=1[CH3:22].[OH-].[Na+], predict the reaction product. The product is: [OH:1][CH2:2][CH2:3][CH2:4][CH2:5][CH2:6][CH2:7][CH2:8][CH2:9][O:10][C:11]1[CH:16]=[CH:15][N:14]=[C:13]([CH2:17][OH:18])[C:12]=1[CH3:22]. (7) The product is: [O:16]=[C:9]1[C:10]2[C:15](=[CH:14][CH:13]=[CH:12][CH:11]=2)[C:5]2([CH2:6][CH2:7][N:2]([C:30]([NH:29][C:26]3[CH:25]=[N:24][C:23]([C:17]4[CH:18]=[CH:19][CH:20]=[CH:21][CH:22]=4)=[CH:28][N:27]=3)=[O:31])[CH2:3][CH2:4]2)[O:8]1. Given the reactants Cl.[NH:2]1[CH2:7][CH2:6][C:5]2([C:15]3[C:10](=[CH:11][CH:12]=[CH:13][CH:14]=3)[C:9](=[O:16])[O:8]2)[CH2:4][CH2:3]1.[C:17]1([C:23]2[N:24]=[CH:25][C:26]([NH:29][C:30](=O)[O:31]C3C=CC=CC=3)=[N:27][CH:28]=2)[CH:22]=[CH:21][CH:20]=[CH:19][CH:18]=1.C(N(CC)CC)C, predict the reaction product. (8) Given the reactants [CH3:1][C:2]1[CH:18]=[C:17]([CH3:19])[CH:16]=[CH:15][C:3]=1[C:4]([C:6]1[CH:14]=[CH:13][CH:12]=[CH:11][C:7]=1[C:8](O)=O)=O.[OH2:20].[NH2:21][NH2:22].C1(P(O[NH2:38])(C2C=CC=CC=2)=O)C=CC=CC=1, predict the reaction product. The product is: [NH2:21][N:22]1[N:38]=[C:4]([C:3]2[CH:15]=[CH:16][C:17]([CH3:19])=[CH:18][C:2]=2[CH3:1])[C:6]2[C:7](=[CH:11][CH:12]=[CH:13][CH:14]=2)[C:8]1=[O:20].